Dataset: Peptide-MHC class I binding affinity with 185,985 pairs from IEDB/IMGT. Task: Regression. Given a peptide amino acid sequence and an MHC pseudo amino acid sequence, predict their binding affinity value. This is MHC class I binding data. (1) The peptide sequence is FFFVYENAF. The MHC is HLA-A26:01 with pseudo-sequence HLA-A26:01. The binding affinity (normalized) is 0.156. (2) The peptide sequence is ILLMTVTSI. The MHC is HLA-B07:02 with pseudo-sequence HLA-B07:02. The binding affinity (normalized) is 0. (3) The peptide sequence is ETKKTMLAL. The MHC is HLA-A02:19 with pseudo-sequence HLA-A02:19. The binding affinity (normalized) is 0.0847. (4) The peptide sequence is LMARRARSL. The MHC is HLA-A30:02 with pseudo-sequence HLA-A30:02. The binding affinity (normalized) is 0.213. (5) The peptide sequence is ALELGRKTL. The MHC is HLA-A02:16 with pseudo-sequence HLA-A02:16. The binding affinity (normalized) is 0.0847. (6) The peptide sequence is IMPGQEAGL. The MHC is Mamu-A01 with pseudo-sequence Mamu-A01. The binding affinity (normalized) is 0.0883.